This data is from Catalyst prediction with 721,799 reactions and 888 catalyst types from USPTO. The task is: Predict which catalyst facilitates the given reaction. (1) Reactant: C([N-]C(C)C)(C)C.[Li+].[CH3:9][C:10]1([C:24]([O:26][CH3:27])=[O:25])[C:15](=[O:16])[CH2:14][CH2:13][N:12]([C:17]([O:19][C:20]([CH3:23])([CH3:22])[CH3:21])=[O:18])[CH2:11]1.[F:28][C:29]([F:42])([F:41])[S:30](O[S:30]([C:29]([F:42])([F:41])[F:28])(=[O:32])=[O:31])(=[O:32])=[O:31].[Cl-].[NH4+]. Product: [CH3:9][C:10]1([C:24]([O:26][CH3:27])=[O:25])[C:15]([O:16][S:30]([C:29]([F:42])([F:41])[F:28])(=[O:32])=[O:31])=[CH:14][CH2:13][N:12]([C:17]([O:19][C:20]([CH3:21])([CH3:22])[CH3:23])=[O:18])[CH2:11]1. The catalyst class is: 362. (2) Reactant: [C:1]([C:4]1[C:5]([OH:13])=[C:6]([CH:10]=[CH:11][CH:12]=1)[C:7]([OH:9])=[O:8])(=[O:3])[CH3:2].[F:14][C:15]([F:25])([F:24])[C:16]1[CH:17]=[C:18]([CH:21]=[CH:22][CH:23]=1)[CH:19]=O.[OH-].[K+].Cl. Product: [OH:13][C:5]1[C:4]([C:1](=[O:3])/[CH:2]=[CH:19]/[C:18]2[CH:21]=[CH:22][CH:23]=[C:16]([C:15]([F:14])([F:24])[F:25])[CH:17]=2)=[CH:12][CH:11]=[CH:10][C:6]=1[C:7]([OH:9])=[O:8]. The catalyst class is: 8. (3) Reactant: Br[C:2]1[CH:3]=[C:4]([CH:28]=[CH:29][CH:30]=1)[CH2:5][N:6]1[C:10]([CH3:11])=[N:9][C:8]([C:12]2[O:16][N:15]=[C:14]([C:17]3[CH:22]=[CH:21][C:20]([O:23][C:24]([F:27])([F:26])[F:25])=[CH:19][CH:18]=3)[CH:13]=2)=[N:7]1.[CH3:31][S:32]([CH:35]1[CH2:40][CH2:39][NH:38][CH2:37][CH2:36]1)(=[O:34])=[O:33].CC(OC1C=CC=C(OC(C)C)C=1C1C(P(C2CCCCC2)C2CCCCC2)=CC=CC=1)C.C(O[Na])(C)(C)C. Product: [CH3:11][C:10]1[N:6]([CH2:5][C:4]2[CH:28]=[CH:29][CH:30]=[C:2]([N:38]3[CH2:39][CH2:40][CH:35]([S:32]([CH3:31])(=[O:34])=[O:33])[CH2:36][CH2:37]3)[CH:3]=2)[N:7]=[C:8]([C:12]2[O:16][N:15]=[C:14]([C:17]3[CH:22]=[CH:21][C:20]([O:23][C:24]([F:27])([F:26])[F:25])=[CH:19][CH:18]=3)[CH:13]=2)[N:9]=1. The catalyst class is: 882. (4) Reactant: [CH:1]1([NH:7][C:8]2[C@:12]3([CH2:17][CH2:16][N:15](C(OCC4C=CC=CC=4)=O)[C@@H:14]([CH3:28])[CH2:13]3)[N:11]([C:29]3[CH:34]=[CH:33][CH:32]=[C:31]([F:35])[CH:30]=3)[C:10](=[O:36])[N:9]=2)[CH2:6][CH2:5][CH2:4][CH2:3][CH2:2]1.Cl.[OH-].[Na+]. Product: [CH:1]1([NH:7][C:8]2[C@:12]3([CH2:17][CH2:16][NH:15][C@@H:14]([CH3:28])[CH2:13]3)[N:11]([C:29]3[CH:34]=[CH:33][CH:32]=[C:31]([F:35])[CH:30]=3)[C:10](=[O:36])[N:9]=2)[CH2:2][CH2:3][CH2:4][CH2:5][CH2:6]1. The catalyst class is: 105. (5) Reactant: COC1C=CC(C[NH:8][C:9]2N=CN=[C:11]([O:15][C:16]3[CH:21]=[CH:20][C:19]([NH:22][C:23]([NH:25][C:26](=[O:35])[CH2:27][C:28]4[CH:33]=[CH:32][C:31]([F:34])=[CH:30][CH:29]=4)=[O:24])=[CH:18][C:17]=3[F:36])[CH:10]=2)=CC=1.NC1C=CC(OC2C=CN=[C:47]([C:51]([NH2:53])=[O:52])[CH:46]=2)=C(F)C=1. Product: [C:51]([C:47]1[CH:46]=[C:11]([O:15][C:16]2[CH:21]=[CH:20][C:19]([NH:22][C:23]([NH:25][C:26](=[O:35])[CH2:27][C:28]3[CH:33]=[CH:32][C:31]([F:34])=[CH:30][CH:29]=3)=[O:24])=[CH:18][C:17]=2[F:36])[CH:10]=[CH:9][N:8]=1)(=[O:52])[NH2:53]. The catalyst class is: 59. (6) Reactant: [CH:1]1([C:4]2[N:5]=[CH:6][N:7]([C:9]3[CH:10]=[CH:11][C:12]([F:21])=[C:13]([CH:20]=3)[C:14]([O:16]C(C)C)=[O:15])[CH:8]=2)[CH2:3][CH2:2]1. Product: [CH:1]1([C:4]2[N:5]=[CH:6][N:7]([C:9]3[CH:10]=[CH:11][C:12]([F:21])=[C:13]([CH:20]=3)[C:14]([OH:16])=[O:15])[CH:8]=2)[CH2:2][CH2:3]1. The catalyst class is: 33. (7) Reactant: Cl.[S:2]1[C:6]([C:7]2([N:17]([CH3:19])[CH3:18])[CH2:16][CH2:15][C:10]3(OCC[O:11]3)[CH2:9][CH2:8]2)=[CH:5][C:4]2[CH:20]=[CH:21][CH:22]=[CH:23][C:3]1=2.Cl. Product: [S:2]1[C:6]([C:7]2([N:17]([CH3:18])[CH3:19])[CH2:16][CH2:15][C:10](=[O:11])[CH2:9][CH2:8]2)=[CH:5][C:4]2[CH:20]=[CH:21][CH:22]=[CH:23][C:3]1=2. The catalyst class is: 6. (8) The catalyst class is: 3. Product: [Cl:1][C:2]1[CH:3]=[CH:4][C:5]([C:8]([CH3:15])([CH2:11][CH3:12])[C:9]#[N:10])=[CH:6][CH:7]=1. Reactant: [Cl:1][C:2]1[CH:7]=[CH:6][C:5]([CH:8]([CH2:11][CH3:12])[C:9]#[N:10])=[CH:4][CH:3]=1.[H-].[Na+].[CH3:15]I. (9) Reactant: [NH2:1][C@@H:2]([C:6]([OH:8])=[O:7])[C@H:3]([CH3:5])[OH:4].C([O-])([O-])=O.[K+].[K+].Br[CH2:16][CH2:17][C:18]1[C:19]([Cl:27])=[C:20]([CH:23]=[CH:24][C:25]=1F)[C:21]#[N:22]. Product: [Cl:27][C:19]1[C:18]([CH:17]=[CH2:16])=[C:25]([NH:1][CH:2]([CH:3]([OH:4])[CH3:5])[C:6]([OH:8])=[O:7])[CH:24]=[CH:23][C:20]=1[C:21]#[N:22]. The catalyst class is: 16.